From a dataset of Full USPTO retrosynthesis dataset with 1.9M reactions from patents (1976-2016). Predict the reactants needed to synthesize the given product. (1) Given the product [F:27][C:28]1[CH:36]=[C:35]([F:37])[CH:34]=[C:33]([F:38])[C:29]=1[C:30]([NH:17][C:16]1[CH:15]=[CH:14][C:13]([C:3]2[CH2:4][N:5]([C:8]3[S:9][CH:10]=[CH:11][N:12]=3)[CH2:6][CH2:7][C:2]=2[CH3:1])=[CH:19][CH:18]=1)=[O:31], predict the reactants needed to synthesize it. The reactants are: [CH3:1][C:2]1[CH2:7][CH2:6][N:5]([C:8]2[S:9][CH:10]=[CH:11][N:12]=2)[CH2:4][C:3]=1[C:13]1[CH:19]=[CH:18][C:16]([NH2:17])=[CH:15][CH:14]=1.C(N(CC)CC)C.[F:27][C:28]1[CH:36]=[C:35]([F:37])[CH:34]=[C:33]([F:38])[C:29]=1[C:30](Cl)=[O:31]. (2) Given the product [CH3:32][N:30]1[CH:31]=[C:27]([C:25]2[CH:24]=[CH:23][C:21]3[N:22]=[C:18]([N:16]4[CH2:17][CH:14]([N:33]5[CH2:38][CH2:37][CH2:36][CH2:35][CH2:34]5)[CH2:15]4)[S:19][C:20]=3[CH:26]=2)[CH:28]=[N:29]1, predict the reactants needed to synthesize it. The reactants are: [N+](C1C=CC(S(O[CH:14]2[CH2:17][N:16]([C:18]3[S:19][C:20]4[CH:26]=[C:25]([C:27]5[CH:28]=[N:29][N:30]([CH3:32])[CH:31]=5)[CH:24]=[CH:23][C:21]=4[N:22]=3)[CH2:15]2)(=O)=O)=CC=1)([O-])=O.[NH:33]1[CH2:38][CH2:37][CH2:36][CH2:35][CH2:34]1. (3) Given the product [CH:45]([C:44]1[CH:47]=[C:48]([O:50][Si:51]([C:54]([CH3:55])([CH3:56])[CH3:57])([CH3:52])[CH3:53])[CH:49]=[C:42]([O:41][Si:34]([C:37]([CH3:39])([CH3:40])[CH3:38])([CH3:35])[CH3:36])[CH:43]=1)=[CH2:1], predict the reactants needed to synthesize it. The reactants are: [C:1]([SiH](C)C)(C)(C)C.C=P(C1C=CC=CC=1)(C1C=CC=CC=1)C1C=CC=CC=1.CC(C)([O-])C.[K+].[Si:34]([O:41][C:42]1[CH:43]=[C:44]([CH:47]=[C:48]([O:50][Si:51]([C:54]([CH3:57])([CH3:56])[CH3:55])([CH3:53])[CH3:52])[CH:49]=1)[CH:45]=O)([C:37]([CH3:40])([CH3:39])[CH3:38])([CH3:36])[CH3:35]. (4) The reactants are: Cl.[Na].O.Cl[CH2:5][CH2:6][O:7][CH2:8][CH2:9][O:10][CH2:11][C:12]([F:15])([F:14])[F:13].[SH:16][C:17]1[CH:22]=[CH:21][N+:20]([O-:23])=[CH:19][C:18]=1[CH3:24]. Given the product [F:13][C:12]([F:15])([F:14])[CH2:11][O:10][CH2:9][CH2:8][O:7][CH2:6][CH2:5][S:16][C:17]1[CH:22]=[CH:21][N+:20]([O-:23])=[CH:19][C:18]=1[CH3:24], predict the reactants needed to synthesize it. (5) Given the product [NH2:1][S:30]([C:27]1[S:26][C:25]([N:22]2[CH2:23][CH2:24][CH:19]([NH:18][C:16]([C:10]3[NH:11][C:12]([CH3:15])=[C:13]([Cl:14])[C:9]=3[Cl:8])=[O:17])[CH2:20][CH2:21]2)=[N:29][CH:28]=1)(=[O:33])=[O:31], predict the reactants needed to synthesize it. The reactants are: [NH3:1].O1CCOCC1.[Cl:8][C:9]1[C:13]([Cl:14])=[C:12]([CH3:15])[NH:11][C:10]=1[C:16]([NH:18][CH:19]1[CH2:24][CH2:23][N:22]([C:25]2[S:26][C:27]([S:30]([OH:33])(=O)=[O:31])=[CH:28][N:29]=2)[CH2:21][CH2:20]1)=[O:17].